Regression. Given two drug SMILES strings and cell line genomic features, predict the synergy score measuring deviation from expected non-interaction effect. From a dataset of NCI-60 drug combinations with 297,098 pairs across 59 cell lines. (1) Drug 1: CC12CCC3C(C1CCC2NC(=O)OCC(F)(F)F)CCC4C3(C=CC(=O)N4C)C. Drug 2: C1CNP(=O)(OC1)N(CCCl)CCCl. Cell line: T-47D. Synergy scores: CSS=3.00, Synergy_ZIP=0.636, Synergy_Bliss=3.72, Synergy_Loewe=-0.328, Synergy_HSA=1.70. (2) Drug 1: CS(=O)(=O)C1=CC(=C(C=C1)C(=O)NC2=CC(=C(C=C2)Cl)C3=CC=CC=N3)Cl. Drug 2: C1C(C(OC1N2C=NC3=C2NC=NCC3O)CO)O. Cell line: MALME-3M. Synergy scores: CSS=7.17, Synergy_ZIP=-0.796, Synergy_Bliss=4.88, Synergy_Loewe=2.59, Synergy_HSA=3.04. (3) Drug 1: C1=CC(=CC=C1CC(C(=O)O)N)N(CCCl)CCCl.Cl. Drug 2: CCC1(C2=C(COC1=O)C(=O)N3CC4=CC5=C(C=CC(=C5CN(C)C)O)N=C4C3=C2)O.Cl. Cell line: KM12. Synergy scores: CSS=19.6, Synergy_ZIP=-5.62, Synergy_Bliss=-1.64, Synergy_Loewe=-16.4, Synergy_HSA=0.766. (4) Drug 1: C1CCC(C1)C(CC#N)N2C=C(C=N2)C3=C4C=CNC4=NC=N3. Drug 2: C1=C(C(=O)NC(=O)N1)F. Cell line: RXF 393. Synergy scores: CSS=33.2, Synergy_ZIP=0.167, Synergy_Bliss=2.09, Synergy_Loewe=1.57, Synergy_HSA=2.91. (5) Drug 1: CS(=O)(=O)CCNCC1=CC=C(O1)C2=CC3=C(C=C2)N=CN=C3NC4=CC(=C(C=C4)OCC5=CC(=CC=C5)F)Cl. Drug 2: CN(CC1=CN=C2C(=N1)C(=NC(=N2)N)N)C3=CC=C(C=C3)C(=O)NC(CCC(=O)O)C(=O)O. Cell line: SF-539. Synergy scores: CSS=32.2, Synergy_ZIP=-10.0, Synergy_Bliss=-6.27, Synergy_Loewe=-61.3, Synergy_HSA=-5.13. (6) Drug 1: CC(C1=C(C=CC(=C1Cl)F)Cl)OC2=C(N=CC(=C2)C3=CN(N=C3)C4CCNCC4)N. Drug 2: CN(CC1=CN=C2C(=N1)C(=NC(=N2)N)N)C3=CC=C(C=C3)C(=O)NC(CCC(=O)O)C(=O)O. Cell line: UACC62. Synergy scores: CSS=9.35, Synergy_ZIP=-3.91, Synergy_Bliss=-3.61, Synergy_Loewe=-9.43, Synergy_HSA=-2.63. (7) Drug 1: C1CCC(C1)C(CC#N)N2C=C(C=N2)C3=C4C=CNC4=NC=N3. Drug 2: CC1=C(C(=CC=C1)Cl)NC(=O)C2=CN=C(S2)NC3=CC(=NC(=N3)C)N4CCN(CC4)CCO. Cell line: HCC-2998. Synergy scores: CSS=2.31, Synergy_ZIP=2.98, Synergy_Bliss=0.856, Synergy_Loewe=-6.82, Synergy_HSA=-3.46. (8) Cell line: SK-MEL-5. Drug 2: CC(C)CN1C=NC2=C1C3=CC=CC=C3N=C2N. Drug 1: C1=NC(=NC(=O)N1C2C(C(C(O2)CO)O)O)N. Synergy scores: CSS=13.5, Synergy_ZIP=-6.15, Synergy_Bliss=0.354, Synergy_Loewe=-0.121, Synergy_HSA=-0.691. (9) Drug 1: CCC1=CC2CC(C3=C(CN(C2)C1)C4=CC=CC=C4N3)(C5=C(C=C6C(=C5)C78CCN9C7C(C=CC9)(C(C(C8N6C)(C(=O)OC)O)OC(=O)C)CC)OC)C(=O)OC.C(C(C(=O)O)O)(C(=O)O)O. Drug 2: CN(C)N=NC1=C(NC=N1)C(=O)N. Cell line: MCF7. Synergy scores: CSS=19.2, Synergy_ZIP=-2.48, Synergy_Bliss=-6.20, Synergy_Loewe=-44.3, Synergy_HSA=-6.36. (10) Drug 1: C1=NC2=C(N1)C(=S)N=C(N2)N. Drug 2: C(CN)CNCCSP(=O)(O)O. Cell line: BT-549. Synergy scores: CSS=22.2, Synergy_ZIP=-5.14, Synergy_Bliss=-3.84, Synergy_Loewe=-22.8, Synergy_HSA=-4.69.